From a dataset of Catalyst prediction with 721,799 reactions and 888 catalyst types from USPTO. Predict which catalyst facilitates the given reaction. (1) Reactant: [NH:1]1[C:10]2[C:9]3[CH:11]=[CH:12][C:13]([N:15]4[CH2:19][CH:18]([CH2:20][NH:21][C:22](=[O:24])[CH3:23])[O:17][C:16]4=[O:25])=[CH:14][C:8]=3[O:7][CH2:6][CH2:5][C:4]=2[CH:3]=[N:2]1.[H-].[Na+].Br[CH2:29][C:30]#[N:31].O. Product: [C:30]([CH2:29][N:2]1[N:1]=[C:10]2[C:4]([CH2:5][CH2:6][O:7][C:8]3[CH:14]=[C:13]([N:15]4[CH2:19][CH:18]([CH2:20][NH:21][C:22](=[O:24])[CH3:23])[O:17][C:16]4=[O:25])[CH:12]=[CH:11][C:9]=32)=[CH:3]1)#[N:31]. The catalyst class is: 3. (2) Reactant: [C:1]([C:3]1[CH:4]=[C:5]2[C:13](=[CH:14][CH:15]=1)[N:12]([CH2:16][C:17]1[CH:22]=[CH:21][CH:20]=[C:19]([F:23])[CH:18]=1)[C:11]1[CH2:10][CH2:9][CH:8]([NH:24][C:25](=[O:29])[CH:26]([CH3:28])[CH3:27])[CH2:7][C:6]2=1)#[N:2].C(N)(=[S:32])C.C([O-])(O)=O.[Na+]. Product: [F:23][C:19]1[CH:18]=[C:17]([CH:22]=[CH:21][CH:20]=1)[CH2:16][N:12]1[C:11]2[CH2:10][CH2:9][CH:8]([NH:24][C:25](=[O:29])[CH:26]([CH3:27])[CH3:28])[CH2:7][C:6]=2[C:5]2[C:13]1=[CH:14][CH:15]=[C:3]([C:1](=[S:32])[NH2:2])[CH:4]=2. The catalyst class is: 89. (3) Reactant: [CH2:1]([N:8]1[CH2:13][CH2:12][CH:11]([C:14]2[CH:15]=[CH:16][C:17]([C:20]3[O:21][C:22]4[CH:28]=[CH:27][C:26](Br)=[CH:25][C:23]=4[CH:24]=3)=[N:18][CH:19]=2)[CH2:10][CH2:9]1)[C:2]1[CH:7]=[CH:6][CH:5]=[CH:4][CH:3]=1.[CH3:30][S:31]([O-:33])=[O:32].[Na+].CNCCNC.O. Product: [CH2:1]([N:8]1[CH2:13][CH2:12][CH:11]([C:14]2[CH:15]=[CH:16][C:17]([C:20]3[O:21][C:22]4[CH:28]=[CH:27][C:26]([S:31]([CH3:30])(=[O:33])=[O:32])=[CH:25][C:23]=4[CH:24]=3)=[N:18][CH:19]=2)[CH2:10][CH2:9]1)[C:2]1[CH:7]=[CH:6][CH:5]=[CH:4][CH:3]=1. The catalyst class is: 148. (4) Reactant: [CH3:1][O:2][CH2:3][CH2:4][O:5][C:6]1[C:7]([NH:19][C:20]([NH2:22])=[S:21])=[N:8][CH:9]=[C:10]([O:12][C:13]2[CH:18]=[CH:17][CH:16]=[CH:15][CH:14]=2)[CH:11]=1.Cl[CH2:24][CH:25]=O. Product: [CH3:1][O:2][CH2:3][CH2:4][O:5][C:6]1[C:7]([NH:19][C:20]2[S:21][CH:24]=[CH:25][N:22]=2)=[N:8][CH:9]=[C:10]([O:12][C:13]2[CH:18]=[CH:17][CH:16]=[CH:15][CH:14]=2)[CH:11]=1. The catalyst class is: 3. (5) Reactant: C1(P(C2C=CC=CC=2)C2C=CC=CC=2)C=CC=CC=1.[C:20]([Br:24])(Br)(Br)[Br:21].[CH:25]([C@H:27]1[CH2:32][N:31]([C:33]([O:35][C:36]([CH3:39])([CH3:38])[CH3:37])=[O:34])[CH2:30][CH2:29][N:28]1[C:40]([O:42][CH2:43][C:44]1[CH:49]=[CH:48][CH:47]=[CH:46][CH:45]=1)=[O:41])=O. Product: [Br:21][C:20]([Br:24])=[CH:25][C@H:27]1[CH2:32][N:31]([C:33]([O:35][C:36]([CH3:37])([CH3:38])[CH3:39])=[O:34])[CH2:30][CH2:29][N:28]1[C:40]([O:42][CH2:43][C:44]1[CH:49]=[CH:48][CH:47]=[CH:46][CH:45]=1)=[O:41]. The catalyst class is: 2. (6) Reactant: C([BH3-])#N.[Na+].O=[C:6]1[CH2:11][CH2:10][N:9]([C:12]([O:14][C:15]([CH3:18])([CH3:17])[CH3:16])=[O:13])[CH2:8][CH2:7]1.[CH2:19]1[NH:24][CH2:23][CH2:22][N:21]([C:25]([O:27][CH2:28][C:29]2[CH:34]=[CH:33][CH:32]=[CH:31][CH:30]=2)=[O:26])[CH2:20]1.C(O)(=O)C. The catalyst class is: 5. Product: [C:15]([O:14][C:12]([N:9]1[CH2:10][CH2:11][CH:6]([N:24]2[CH2:19][CH2:20][N:21]([C:25]([O:27][CH2:28][C:29]3[CH:34]=[CH:33][CH:32]=[CH:31][CH:30]=3)=[O:26])[CH2:22][CH2:23]2)[CH2:7][CH2:8]1)=[O:13])([CH3:18])([CH3:17])[CH3:16]. (7) Reactant: [OH:1][C:2]1[CH:7]=[CH:6][C:5]([N:8]2[CH2:13][CH2:12][N:11]([C:14]3[CH:19]=[CH:18][C:17]([N+:20]([O-:22])=[O:21])=[CH:16][CH:15]=3)[CH2:10][CH2:9]2)=[CH:4][CH:3]=1.C(NC(C)C)(C)C.[CH3:30][O:31][CH2:32]Cl. Product: [CH3:30][O:31][CH2:32][O:1][C:2]1[CH:7]=[CH:6][C:5]([N:8]2[CH2:13][CH2:12][N:11]([C:14]3[CH:19]=[CH:18][C:17]([N+:20]([O-:22])=[O:21])=[CH:16][CH:15]=3)[CH2:10][CH2:9]2)=[CH:4][CH:3]=1. The catalyst class is: 2.